Dataset: Catalyst prediction with 721,799 reactions and 888 catalyst types from USPTO. Task: Predict which catalyst facilitates the given reaction. (1) Product: [Br:1][C:2]1[CH:3]=[CH:4][C:5]([F:31])=[C:6]([C:8]([NH:24][S:25]([C:27]([CH3:30])([CH3:29])[CH3:28])=[O:26])([CH3:32])[CH2:9][C:10]2([O:16][Si:17]([C:20]([CH3:23])([CH3:22])[CH3:21])([CH3:19])[CH3:18])[CH2:15][CH2:14][O:13][CH2:12][CH2:11]2)[CH:7]=1. The catalyst class is: 1. Reactant: [Br:1][C:2]1[CH:3]=[CH:4][C:5]([F:31])=[C:6](/[C:8](=[N:24]\[S:25]([C:27]([CH3:30])([CH3:29])[CH3:28])=[O:26])/[CH2:9][C:10]2([O:16][Si:17]([C:20]([CH3:23])([CH3:22])[CH3:21])([CH3:19])[CH3:18])[CH2:15][CH2:14][O:13][CH2:12][CH2:11]2)[CH:7]=1.[CH3:32][Mg+].[Br-]. (2) Reactant: [H-].[Na+].[CH3:3][O:4][CH2:5][CH2:6][O:7][CH2:8][CH2:9][OH:10].[C:11]([O:15][CH2:16][CH3:17])(=[O:14])[CH:12]=[CH2:13].C(O)(=O)C. Product: [CH3:3][O:4][CH2:5][CH2:6][O:7][CH2:8][CH2:9][O:10][CH2:13][CH2:12][C:11]([O:15][CH2:16][CH3:17])=[O:14]. The catalyst class is: 1. (3) Product: [C:18]([CH2:20][CH2:21][NH:22][C:15]([C:5]1[C:4]([N+:1]([O-:3])=[O:2])=[CH:8][N:7]([CH:9]2[CH2:14][CH2:13][CH2:12][CH2:11][O:10]2)[N:6]=1)=[O:17])#[N:19]. The catalyst class is: 18. Reactant: [N+:1]([C:4]1[C:5]([C:15]([OH:17])=O)=[N:6][N:7]([CH:9]2[CH2:14][CH2:13][CH2:12][CH2:11][O:10]2)[CH:8]=1)([O-:3])=[O:2].[C:18]([CH2:20][CH2:21][NH2:22])#[N:19].CCN=C=NCCCN(C)C.C1C=CC2N(O)N=NC=2C=1.